Dataset: Forward reaction prediction with 1.9M reactions from USPTO patents (1976-2016). Task: Predict the product of the given reaction. (1) Given the reactants [Cl-].[Al+3].[Cl-].[Cl-].[N-:5]=[N+:6]=[N-:7].[Na+].[C:9]1([C:15]2[CH2:21][CH2:20][CH2:19][C:18]3[CH:22]=[CH:23][CH:24]=[CH:25][C:17]=3[C:16]=2[C:26]2[CH:31]=[CH:30][C:29]([CH:32]=[CH:33][C:34]#[N:35])=[CH:28][CH:27]=2)[CH:14]=[CH:13][CH:12]=[CH:11][CH:10]=1, predict the reaction product. The product is: [C:9]1([C:15]2[CH2:21][CH2:20][CH2:19][C:18]3[CH:22]=[CH:23][CH:24]=[CH:25][C:17]=3[C:16]=2[C:26]2[CH:27]=[CH:28][C:29]([CH:32]=[CH:33][C:34]3[NH:35][N:7]=[N:6][N:5]=3)=[CH:30][CH:31]=2)[CH:10]=[CH:11][CH:12]=[CH:13][CH:14]=1. (2) Given the reactants [C:1]([C:3]1[C:4]([C:19]([F:22])([F:21])[F:20])=[C:5]2[C:9](=[CH:10][CH:11]=1)[N:8]([CH:12]([CH3:17])[C:13](OC)=[O:14])[C:7]([CH3:18])=[CH:6]2)#[N:2].[Li+].[BH4-], predict the reaction product. The product is: [OH:14][CH2:13][CH:12]([N:8]1[C:9]2[C:5](=[C:4]([C:19]([F:22])([F:20])[F:21])[C:3]([C:1]#[N:2])=[CH:11][CH:10]=2)[CH:6]=[C:7]1[CH3:18])[CH3:17]. (3) Given the reactants Cl[C:2]1[CH:10]=[CH:9][N:8]=[C:7]2[C:3]=1[CH:4]=[CH:5][NH:6]2.[I-:11].[Na+].[C:13](Cl)(=[O:15])[CH3:14], predict the reaction product. The product is: [I:11][C:2]1[CH:10]=[CH:9][N:8]=[C:7]2[N:6]([C:13](=[O:15])[CH3:14])[CH:5]=[CH:4][C:3]=12. (4) The product is: [Br:11][C:8]1[CH:9]=[CH:10][C:5]([C:3]2[N:17]=[C:15]([CH2:14][C:12]#[N:13])[S:16][CH:2]=2)=[CH:6][CH:7]=1. Given the reactants Br[CH2:2][C:3]([C:5]1[CH:10]=[CH:9][C:8]([Br:11])=[CH:7][CH:6]=1)=O.[C:12]([CH2:14][C:15]([NH2:17])=[S:16])#[N:13], predict the reaction product. (5) Given the reactants [CH2:1]([O:8][C:9]1[CH:16]=[CH:15][C:12]([C:13]#[N:14])=[CH:11][CH:10]=1)[CH2:2][CH2:3][CH2:4][CH2:5][CH2:6][CH3:7].Cl.[NH2:18][OH:19], predict the reaction product. The product is: [CH2:1]([O:8][C:9]1[CH:10]=[CH:11][C:12](/[C:13](=[N:18]/[OH:19])/[NH2:14])=[CH:15][CH:16]=1)[CH2:2][CH2:3][CH2:4][CH2:5][CH2:6][CH3:7]. (6) The product is: [CH2:24]([S:31]([NH:1][C@H:2]([C:4]([N:6]1[C:12](=[O:13])[CH:11]([CH3:14])[C:10]2[CH:15]=[CH:16][CH:17]=[CH:18][C:9]=2[C:8]2[C:19]([NH2:23])=[CH:20][CH:21]=[CH:22][C:7]1=2)=[O:5])[CH3:3])(=[O:33])=[O:32])[C:25]1[CH:30]=[CH:29][CH:28]=[CH:27][CH:26]=1. Given the reactants [NH2:1][C@H:2]([C:4]([N:6]1[C:12](=[O:13])[CH:11]([CH3:14])[C:10]2[CH:15]=[CH:16][CH:17]=[CH:18][C:9]=2[C:8]2[C:19]([NH2:23])=[CH:20][CH:21]=[CH:22][C:7]1=2)=[O:5])[CH3:3].[CH2:24]([S:31](Cl)(=[O:33])=[O:32])[C:25]1[CH:30]=[CH:29][CH:28]=[CH:27][CH:26]=1, predict the reaction product. (7) Given the reactants C(N[C:6]1[N:14]=[C:13]2[C:9]([N:10]=[C:11]([O:24][CH3:25])[N:12]2[CH2:15][CH2:16][CH2:17][CH:18]2[CH2:23][CH2:22][O:21][CH2:20]C2)=[C:8]([NH2:26])[N:7]=1)CCC.FC(F)(F)C(O)=O.[CH3:34][C@H:35]([O:39]C1NC(N)=C2C(N=1)=NC(OC)=N2)[CH2:36][CH2:37][CH3:38].BrCCCC1CCOC1, predict the reaction product. The product is: [CH3:34][C@H:35]([O:39][C:6]1[N:14]=[C:13]2[C:9]([N:10]=[C:11]([O:24][CH3:25])[N:12]2[CH2:15][CH2:16][CH2:17][CH:18]2[CH2:23][CH2:22][O:21][CH2:20]2)=[C:8]([NH2:26])[N:7]=1)[CH2:36][CH2:37][CH3:38]. (8) Given the reactants [F:1][C:2]1([F:36])[CH2:7][CH2:6][N:5]([C:8]2[O:9][C:10]([C@@H:27]3[CH2:32][CH2:31][CH2:30][CH2:29][C@H:28]3[C:33](O)=[O:34])=[C:11]([C:13]3[CH:18]=[CH:17][C:16]([N:19]4[CH2:24][CH2:23][S:22](=[O:26])(=[O:25])[CH2:21][CH2:20]4)=[CH:15][CH:14]=3)[N:12]=2)[CH2:4][CH2:3]1.BrC1C=CC(C2N=C(C3C=CC(F)=C(F)C=3)OC=2[C@@H]2CCCC[C@H]2C([NH:57][C:58]2([C:61]#[N:62])[CH2:60][CH2:59]2)=O)=CC=1, predict the reaction product. The product is: [C:61]([C:58]1([NH:57][C:33]([C@@H:28]2[CH2:29][CH2:30][CH2:31][CH2:32][C@H:27]2[C:10]2[O:9][C:8]([N:5]3[CH2:4][CH2:3][C:2]([F:1])([F:36])[CH2:7][CH2:6]3)=[N:12][C:11]=2[C:13]2[CH:14]=[CH:15][C:16]([N:19]3[CH2:24][CH2:23][S:22](=[O:25])(=[O:26])[CH2:21][CH2:20]3)=[CH:17][CH:18]=2)=[O:34])[CH2:60][CH2:59]1)#[N:62].